Dataset: Reaction yield outcomes from USPTO patents with 853,638 reactions. Task: Predict the reaction yield, written as a fraction of the theoretical maximum amount of product (1.0 means a 100% yield; for example, 0.34 means a 34% yield). The catalyst is C1(C)C=CC=CC=1.C(=O)(O)[O-]. The product is [Si:1]([O:8][C@H:9]([C:18]1[CH:23]=[CH:22][CH:21]=[CH:20][CH:19]=1)[C@H:10]([NH:26][C:29](=[O:38])[O:55][CH2:54][C:53]1[CH:56]=[CH:57][C:50]([O:49][CH3:48])=[CH:51][CH:52]=1)[CH2:14][CH2:15][C:16]#[CH:17])([C:4]([CH3:5])([CH3:6])[CH3:7])([CH3:3])[CH3:2]. The reactants are [Si:1]([O:8][C@H:9]([C:18]1[CH:23]=[CH:22][CH:21]=[CH:20][CH:19]=1)[C@@H:10]([CH2:14][CH2:15][C:16]#[CH:17])C(O)=O)([C:4]([CH3:7])([CH3:6])[CH3:5])([CH3:3])[CH3:2].C([N:26]([CH2:29]C)CC)C.C1(P(N=[N+]=[N-])(C2C=CC=CC=2)=[O:38])C=CC=CC=1.[CH3:48][O:49][C:50]1[CH:57]=[CH:56][C:53]([CH2:54][OH:55])=[CH:52][CH:51]=1. The yield is 0.905.